From a dataset of HIV replication inhibition screening data with 41,000+ compounds from the AIDS Antiviral Screen. Binary Classification. Given a drug SMILES string, predict its activity (active/inactive) in a high-throughput screening assay against a specified biological target. (1) The molecule is CCOC(=O)C1=C(OC(OCC)C([Se]c2ccccc2)C(C)C)CCC1. The result is 0 (inactive). (2) The compound is CC(=O)c1ccc(N2C(=O)C3c4[nH]c5ccccc5c4C4CCC(C(C)(C)C)CC4C3C2=O)cc1. The result is 0 (inactive). (3) The drug is N#CC(NCCc1ccccc1)c1ccc(OCCCCCCCCCCOc2ccc(C(C#N)NCCc3ccccc3)cc2)cc1. The result is 0 (inactive).